Dataset: Reaction yield outcomes from USPTO patents with 853,638 reactions. Task: Predict the reaction yield, written as a fraction of the theoretical maximum amount of product (1.0 means a 100% yield; for example, 0.34 means a 34% yield). (1) The reactants are [Cl:1][C:2]1[CH:3]=[CH:4][C:5]([N:15]2[CH:19]=[C:18]([C:20]([OH:23])([CH3:22])[CH3:21])[N:17]=[N:16]2)=[C:6]([C:8]2[N:13]=[CH:12][N:11]=[C:10]([OH:14])[CH:9]=2)[CH:7]=1.N[C@@H:25]1[C:41]2[CH:42]=[C:37]([CH:38]=[CH:39][N:40]=2)[C:36]2[N:35]([CH:43]([F:45])[F:44])[N:34]=[CH:33][C:32]=2[NH:31][C:30](=[O:46])[C@H:29]([CH3:47])[CH2:28][CH2:27][CH2:26]1.CN(C(ON1N=NC2C=CC=NC1=2)=[N+](C)C)C.F[P-](F)(F)(F)(F)F.C1CCN2C(=NCCC2)CC1. No catalyst specified. The product is [Cl:1][C:2]1[CH:3]=[CH:4][C:5]([N:15]2[CH:19]=[C:18]([C:20]([OH:23])([CH3:21])[CH3:22])[N:17]=[N:16]2)=[C:6]([C:8]2[N:13]=[CH:12][N:11]([C@@H:25]3[C:41]4[CH:42]=[C:37]([CH:38]=[CH:39][N:40]=4)[C:36]4[N:35]([CH:43]([F:44])[F:45])[N:34]=[CH:33][C:32]=4[NH:31][C:30](=[O:46])[C@H:29]([CH3:47])[CH2:28][CH2:27][CH2:26]3)[C:10](=[O:14])[CH:9]=2)[CH:7]=1. The yield is 0.210. (2) The reactants are [O:1]=[C:2]1[C:11]2[C:6](=[CH:7][CH:8]=[CH:9][CH:10]=2)[C:5]([O:12][CH2:13][CH2:14][CH2:15][CH2:16][C:17]([OH:19])=[O:18])=[CH:4][C:3]1=[O:20].[CH3:21][N:22]([CH3:30])[C:23]1[CH:24]=[C:25](O)[CH:26]=[CH:27][CH:28]=1.C1CCC(N=C=NC2CCCCC2)CC1. The catalyst is CN(C1C=CN=CC=1)C.C1COCC1. The product is [O:1]=[C:2]1[C:11]2[C:6](=[CH:7][CH:8]=[CH:9][CH:10]=2)[C:5]([O:12][CH2:13][CH2:14][CH2:15][CH2:16][C:17]([O:19][C:27]2[CH:26]=[CH:25][CH:24]=[C:23]([N:22]([CH3:30])[CH3:21])[CH:28]=2)=[O:18])=[CH:4][C:3]1=[O:20]. The yield is 0.360. (3) The product is [CH2:1]([N:3]1[CH2:8][C:7]([CH3:9])([CH3:10])[O:6][C:5](=[O:11])[CH:4]1[CH2:12][C:13]([NH:56][CH2:55][C:54]1[CH:57]=[CH:58][C:51]([O:50][CH3:49])=[CH:52][CH:53]=1)=[O:15])[CH3:2]. The yield is 0.190. The reactants are [CH2:1]([N:3]1[CH2:8][C:7]([CH3:10])([CH3:9])[O:6][C:5](=[O:11])[CH:4]1[CH2:12][C:13]([OH:15])=O)[CH3:2].C(N(C(C)C)CC)(C)C.CN(C(ON1N=NC2C=CC=NC1=2)=[N+](C)C)C.F[P-](F)(F)(F)(F)F.[CH3:49][O:50][C:51]1[CH:58]=[CH:57][C:54]([CH2:55][NH2:56])=[CH:53][CH:52]=1. The catalyst is CN(C=O)C. (4) The reactants are [Cl:1][C:2]1[C:3]([C:8]2[CH:9]=[C:10]3[C:14](=[CH:15][CH:16]=2)[N:13](C(OC(C)(C)C)=O)[N:12]=[C:11]3[NH:24][C:25]2[S:26][C:27]([CH2:30][C:31]#[N:32])=[CH:28][N:29]=2)=[N:4][CH:5]=[CH:6][CH:7]=1.FC(F)(F)C(O)=O. The catalyst is O1CCCC1. The product is [Cl:1][C:2]1[C:3]([C:8]2[CH:9]=[C:10]3[C:14](=[CH:15][CH:16]=2)[NH:13][N:12]=[C:11]3[NH:24][C:25]2[S:26][C:27]([CH2:30][C:31]#[N:32])=[CH:28][N:29]=2)=[N:4][CH:5]=[CH:6][CH:7]=1. The yield is 0.130. (5) The reactants are [NH2:1][C:2]1[CH:11]=[CH:10][CH:9]=[CH:8][C:3]=1[C:4]([O:6][CH3:7])=[O:5].C([O-])(O)=O.[Na+].[Cl:17][CH2:18][C:19](Cl)=[O:20]. The catalyst is C1COCC1.O. The product is [Cl:17][CH2:18][C:19]([NH:1][C:2]1[CH:11]=[CH:10][CH:9]=[CH:8][C:3]=1[C:4]([O:6][CH3:7])=[O:5])=[O:20]. The yield is 0.960. (6) The catalyst is O. The reactants are [CH2:1]([O:8][C:9]1[CH:16]=[CH:15][CH:14]=[CH:13][C:10]=1C=O)[C:2]1[CH:7]=[CH:6][CH:5]=[CH:4][CH:3]=1.[CH3:17][O-].[Na+:19].CO.[CH3:22][O:23][CH2:24][C:25]([O:27]C)=[O:26]. The yield is 0.650. The product is [CH2:1]([O:8][C:9]1[CH:10]=[CH:13][C:14]([CH:17]=[C:24]([O:23][CH3:22])[C:25]([O-:27])=[O:26])=[CH:15][CH:16]=1)[C:2]1[CH:3]=[CH:4][CH:5]=[CH:6][CH:7]=1.[Na+:19]. (7) The reactants are [SH:1][C:2]1[C:3]2[N:10]=[C:9]([CH2:11][OH:12])[S:8][C:4]=2[N:5]=[CH:6][N:7]=1.I[CH3:14]. The catalyst is [OH-].[Na+]. The product is [CH3:14][S:1][C:2]1[C:3]2[N:10]=[C:9]([CH2:11][OH:12])[S:8][C:4]=2[N:5]=[CH:6][N:7]=1. The yield is 0.530. (8) The reactants are Br[C:2]1[S:6][C:5]([C:7]([OH:9])=[O:8])=[CH:4][CH:3]=1.[C:10]1([OH:16])[CH:15]=[CH:14][CH:13]=[CH:12][CH:11]=1.C([O-])([O-])=O.[Na+].[Na+].O. The catalyst is C1COCC1.C1C=CC(P(C2C=CC=CC=2)C2C=CC=CC=2)=CC=1.C1C=CC(P(C2C=CC=CC=2)C2C=CC=CC=2)=CC=1.C1C=CC(P(C2C=CC=CC=2)C2C=CC=CC=2)=CC=1.C1C=CC(P(C2C=CC=CC=2)C2C=CC=CC=2)=CC=1.[Pd]. The product is [OH:16][C:10]1[CH:15]=[CH:14][CH:13]=[CH:12][C:11]=1[C:2]1[S:6][C:5]([C:7]([OH:9])=[O:8])=[CH:4][CH:3]=1. The yield is 0.830. (9) The reactants are [Cl:1][C:2]1[N:3]=[N:4][C:5]([N:10]2[CH2:15][CH2:14][NH:13][CH2:12][CH2:11]2)=[C:6]([CH3:9])[C:7]=1[CH3:8].[CH3:16][O:17][C:18]([C:20]1[C:21]([C:27]([F:30])([F:29])[F:28])=[N:22][C:23](Cl)=[N:24][CH:25]=1)=[O:19].C(N(C(C)C)CC)(C)C. The catalyst is O1CCOCC1. The product is [CH3:16][O:17][C:18]([C:20]1[C:21]([C:27]([F:30])([F:28])[F:29])=[N:22][C:23]([N:13]2[CH2:14][CH2:15][N:10]([C:5]3[N:4]=[N:3][C:2]([Cl:1])=[C:7]([CH3:8])[C:6]=3[CH3:9])[CH2:11][CH2:12]2)=[N:24][CH:25]=1)=[O:19]. The yield is 0.710.